From a dataset of Forward reaction prediction with 1.9M reactions from USPTO patents (1976-2016). Predict the product of the given reaction. Given the reactants [CH3:1][O-:2].[Na+].Cl[C:5]1[C:14]2[C:9](=[C:10]([N+:16]([O-:18])=[O:17])[C:11]([Cl:15])=[CH:12][CH:13]=2)[N:8]=[CH:7][CH:6]=1, predict the reaction product. The product is: [Cl:15][C:11]1[C:10]([N+:16]([O-:18])=[O:17])=[C:9]2[C:14]([C:5]([O:2][CH3:1])=[CH:6][CH:7]=[N:8]2)=[CH:13][CH:12]=1.